Dataset: HIV replication inhibition screening data with 41,000+ compounds from the AIDS Antiviral Screen. Task: Binary Classification. Given a drug SMILES string, predict its activity (active/inactive) in a high-throughput screening assay against a specified biological target. (1) The molecule is Oc1nnc2ccccc2c1Cl. The result is 0 (inactive). (2) The drug is CC(=O)OC1CC2CC(=O)CC1N2C. The result is 0 (inactive). (3) The result is 0 (inactive). The compound is CCCC(NCCCCCCNC(CCC)C(=O)O)C(=O)O. (4) The compound is O=c1oc2ccccc2c(O)c1C(c1cnc2ccccc2c1)c1c(O)c2ccccc2oc1=O. The result is 0 (inactive). (5) The molecule is O=c1nc(-c2ccccc2)scc1-c1ccccc1. The result is 0 (inactive). (6) The compound is CCOC(=O)c1sc(C(=O)OCC)c2c1-c1cccc3cccc-2c13. The result is 0 (inactive).